From a dataset of Full USPTO retrosynthesis dataset with 1.9M reactions from patents (1976-2016). Predict the reactants needed to synthesize the given product. (1) Given the product [C:1]1([C:11]#[C:12][CH3:13])[C:10]2[C:5](=[CH:6][CH:7]=[CH:8][CH:9]=2)[CH:4]=[CH:3][CH:2]=1.[C:1]1(/[CH:11]=[CH:12]\[CH3:13])[C:10]2[C:5](=[CH:6][CH:7]=[CH:8][CH:9]=2)[CH:4]=[CH:3][CH:2]=1, predict the reactants needed to synthesize it. The reactants are: [C:1]1([C:11]#[C:12][CH3:13])[C:10]2[C:5](=[CH:6][CH:7]=[CH:8][CH:9]=2)[CH:4]=[CH:3][CH:2]=1. (2) Given the product [CH3:18][N-:19][CH3:20].[CH3:21][N-:22][CH3:23].[CH3:1][C:2]1[CH:3]([C:10]2[CH:17]=[CH:16][CH:15]=[CH:14][C:11]=2[CH2:12][O:13][Ti+2:30])[C:4]([CH3:9])=[C:5]([CH3:8])[C:6]=1[CH3:7], predict the reactants needed to synthesize it. The reactants are: [CH3:1][C:2]1[CH:3]([C:10]2[CH:17]=[CH:16][CH:15]=[CH:14][C:11]=2[CH2:12][OH:13])[C:4]([CH3:9])=[C:5]([CH3:8])[C:6]=1[CH3:7].[CH3:18][N-:19][CH3:20].[CH3:21][N-:22][CH3:23].C[N-]C.C[N-]C.[Ti+4:30]. (3) Given the product [CH3:34][C:26]1[CH:27]=[C:28]2[N:33]([C:25]=1[C:23]([C:20]1[CH:21]=[C:22]3[C:17](=[CH:18][CH:19]=1)[NH:16][CH:4]=[C:5]([C:6]([O:8][CH2:9][CH3:10])=[O:7])[C:11]3=[O:13])=[O:24])[CH:32]=[CH:31][CH:30]=[CH:29]2, predict the reactants needed to synthesize it. The reactants are: CCO[CH:4]=[C:5]([C:11]([O:13]CC)=O)[C:6]([O:8][CH2:9][CH3:10])=[O:7].[NH2:16][C:17]1[CH:22]=[CH:21][C:20]([C:23]([C:25]2[N:33]3[C:28]([CH:29]=[CH:30][CH:31]=[CH:32]3)=[CH:27][C:26]=2[CH3:34])=[O:24])=[CH:19][CH:18]=1.C(OC(C)C)(C)C.